Dataset: Ames mutagenicity test results for genotoxicity prediction. Task: Regression/Classification. Given a drug SMILES string, predict its toxicity properties. Task type varies by dataset: regression for continuous values (e.g., LD50, hERG inhibition percentage) or binary classification for toxic/non-toxic outcomes (e.g., AMES mutagenicity, cardiotoxicity, hepatotoxicity). Dataset: ames. The molecule is O=C1OC(=O)c2c(Cl)c(Cl)c(Cl)c(Cl)c21. The result is 0 (non-mutagenic).